From a dataset of Forward reaction prediction with 1.9M reactions from USPTO patents (1976-2016). Predict the product of the given reaction. (1) Given the reactants [F:1][C:2]1[CH:3]=[CH:4][C:5]([O:19][CH3:20])=[C:6]([C:8]([CH3:18])([CH3:17])[CH2:9][C:10]2([C:13]([F:16])([F:15])[F:14])[CH2:12][O:11]2)[CH:7]=1.[NH:21]1[C:30]2[C:25](=[CH:26][CH:27]=[CH:28][CH:29]=2)[NH:24][CH2:23][C:22]1=[O:31].O, predict the reaction product. The product is: [F:1][C:2]1[CH:3]=[CH:4][C:5]([O:19][CH3:20])=[C:6]([C:8]([CH3:18])([CH3:17])[CH2:9][C:10]([OH:11])([C:13]([F:16])([F:15])[F:14])[CH2:12][N:24]2[C:25]3[C:30](=[CH:29][CH:28]=[CH:27][CH:26]=3)[NH:21][C:22](=[O:31])[CH2:23]2)[CH:7]=1. (2) Given the reactants S(OS(C(F)(F)F)(=O)=O)(C(F)(F)F)(=O)=O.[C:16]([O:35][CH2:36][C@H:37](O)[CH3:38])([C:29]1[CH:34]=[CH:33][CH:32]=[CH:31][CH:30]=1)([C:23]1[CH:28]=[CH:27][CH:26]=[CH:25][CH:24]=1)[C:17]1[CH:22]=[CH:21][CH:20]=[CH:19][CH:18]=1.C(N(C(C)C)CC)(C)C.Cl.[F:50][CH2:51][C@@H:52]1[CH2:56][CH2:55][NH:54][CH2:53]1.C([O-])(O)=O.[Na+], predict the reaction product. The product is: [F:50][CH2:51][C@@H:52]1[CH2:56][CH2:55][N:54]([C@@H:37]([CH3:38])[CH2:36][O:35][C:16]([C:23]2[CH:28]=[CH:27][CH:26]=[CH:25][CH:24]=2)([C:17]2[CH:18]=[CH:19][CH:20]=[CH:21][CH:22]=2)[C:29]2[CH:34]=[CH:33][CH:32]=[CH:31][CH:30]=2)[CH2:53]1. (3) Given the reactants [Cl:1][C:2]1[CH:3]=[C:4]2[C:9](=[CH:10][CH:11]=1)[N:8]=[C:7]([NH:12][C:13](=[O:17])OCC)[C:6]([O:18][CH3:19])=[N:5]2.[F:20][C:21]1[CH:26]=[CH:25][CH:24]=[CH:23][C:22]=1[N:27]1[CH2:32][CH2:31][NH:30][CH2:29][CH2:28]1, predict the reaction product. The product is: [Cl:1][C:2]1[CH:3]=[C:4]2[C:9](=[CH:10][CH:11]=1)[N:8]=[C:7]([NH:12][C:13]([N:30]1[CH2:29][CH2:28][N:27]([C:22]3[CH:23]=[CH:24][CH:25]=[CH:26][C:21]=3[F:20])[CH2:32][CH2:31]1)=[O:17])[C:6]([O:18][CH3:19])=[N:5]2. (4) Given the reactants C(O)(C(F)(F)F)=O.[CH2:8]([C:15]1[N:20]=[N:19][C:18]([N:21]2[CH2:26][CH2:25][C:24](=O)[CH2:23][CH2:22]2)=[C:17]([CH3:28])[C:16]=1[CH3:29])[C:9]1[CH:14]=[CH:13][CH:12]=[CH:11][CH:10]=1.[CH2:30]1[C:39]2[C:34](=[CH:35][CH:36]=[CH:37][CH:38]=2)[CH2:33][CH2:32][NH:31]1, predict the reaction product. The product is: [CH2:8]([C:15]1[N:20]=[N:19][C:18]([N:21]2[CH2:26][CH2:25][CH:24]([N:31]3[CH2:32][CH2:33][C:34]4[C:39](=[CH:38][CH:37]=[CH:36][CH:35]=4)[CH2:30]3)[CH2:23][CH2:22]2)=[C:17]([CH3:28])[C:16]=1[CH3:29])[C:9]1[CH:14]=[CH:13][CH:12]=[CH:11][CH:10]=1. (5) Given the reactants [CH3:1][C:2]1[CH:7]=[C:6]([NH2:8])[N:5]=[C:4]([NH2:9])[CH:3]=1.C[Si]([N-][Si](C)(C)C)(C)C.[Li+].[C:20](O[C:20]([O:22][C:23]([CH3:26])([CH3:25])[CH3:24])=[O:21])([O:22][C:23]([CH3:26])([CH3:25])[CH3:24])=[O:21], predict the reaction product. The product is: [NH2:8][C:6]1[N:5]=[C:4]([NH:9][C:20](=[O:21])[O:22][C:23]([CH3:26])([CH3:25])[CH3:24])[CH:3]=[C:2]([CH3:1])[CH:7]=1. (6) Given the reactants [NH2:1][OH:2].O.[F:4][C:5]1[CH:6]=[CH:7][C:8]([CH3:15])=[C:9]([S:11](Cl)(=[O:13])=[O:12])[CH:10]=1.S(Cl)(Cl)(=O)=O, predict the reaction product. The product is: [F:4][C:5]1[CH:6]=[CH:7][C:8]([CH3:15])=[C:9]([S:11]([NH:1][OH:2])(=[O:13])=[O:12])[CH:10]=1. (7) Given the reactants [Br:1][C:2]1[CH:3]=[C:4]([NH:23][CH2:24][C:25]2[CH:30]=[CH:29][CH:28]=[CH:27][N:26]=2)[CH:5]=[C:6]2[C:11]=1[N:10]=[CH:9][C:8]([C:12]#[N:13])=[C:7]2[NH:14][C:15]1[CH:20]=[CH:19][C:18]([F:21])=[C:17]([Cl:22])[CH:16]=1.C(C1[N:34]=CNC=1C=O)C.[BH3-]C#N.[Na+], predict the reaction product. The product is: [Br:1][C:2]1[CH:3]=[C:4]([NH:23][CH2:24][C:25]2[NH:26][CH:27]=[N:34][C:30]=2[CH2:29][CH3:28])[CH:5]=[C:6]2[C:11]=1[N:10]=[CH:9][C:8]([C:12]#[N:13])=[C:7]2[NH:14][C:15]1[CH:20]=[CH:19][C:18]([F:21])=[C:17]([Cl:22])[CH:16]=1.